Dataset: Catalyst prediction with 721,799 reactions and 888 catalyst types from USPTO. Task: Predict which catalyst facilitates the given reaction. (1) Reactant: [NH2:1][C:2]1[CH:7]=[C:6]([O:8][CH3:9])[C:5]([O:10][CH2:11][C:12]2[CH:17]=[CH:16][CH:15]=[CH:14][CH:13]=2)=[CH:4][C:3]=1[C:18]1[CH:19]=[C:20]2[C:25](=[CH:26][CH:27]=1)[CH:24]=[C:23]([O:28][CH3:29])[C:22]([O:30][CH3:31])=[CH:21]2.Cl.[N:33]([O-])=O.[Na+].O. Product: [CH2:11]([O:10][C:5]1[C:6]([O:8][CH3:9])=[CH:7][C:2]2[N:1]=[N:33][C:19]3[C:18]([C:3]=2[CH:4]=1)=[CH:27][CH:26]=[C:25]1[CH:24]=[C:23]([O:28][CH3:29])[C:22]([O:30][CH3:31])=[CH:21][C:20]=31)[C:12]1[CH:13]=[CH:14][CH:15]=[CH:16][CH:17]=1. The catalyst class is: 15. (2) Reactant: [N:1]1([C:6]2[CH:11]=[C:10]([CH2:12]O)[CH:9]=[CH:8][N:7]=2)[CH:5]=[CH:4][CH:3]=[N:2]1.P(Br)(Br)[Br:15].C1COCC1.C([O-])(O)=O.[Na+]. Product: [Br:15][CH2:12][C:10]1[CH:9]=[CH:8][N:7]=[C:6]([N:1]2[CH:5]=[CH:4][CH:3]=[N:2]2)[CH:11]=1. The catalyst class is: 757. (3) Reactant: Cl[C:2]1[C:11]2[C:6](=[CH:7][CH:8]=[C:9]3[S:14](=[O:16])(=[O:15])[CH2:13][CH2:12][C:10]3=2)[N:5]=[CH:4][N:3]=1.C(O)(C)C.[Br:21][C:22]1[CH:23]=[C:24]([CH:26]=[CH:27][CH:28]=1)[NH2:25].[Cl-].[NH4+]. The catalyst class is: 6. Product: [Br:21][C:22]1[CH:23]=[C:24]([NH:25][C:2]2[C:11]3[C:6](=[CH:7][CH:8]=[C:9]4[S:14](=[O:16])(=[O:15])[CH2:13][CH2:12][C:10]4=3)[N:5]=[CH:4][N:3]=2)[CH:26]=[CH:27][CH:28]=1. (4) Reactant: C1C[N:4]([P+](ON2N=NC3C=CC=CC2=3)(N2CCCC2)N2CCCC2)CC1.F[P-](F)(F)(F)(F)F.[C:34]([O:38][C:39]([N:41]1[CH2:44][CH:43]([CH2:45][C:46]([OH:48])=O)[CH2:42]1)=[O:40])([CH3:37])([CH3:36])[CH3:35]. Product: [NH2:4][C:46](=[O:48])[CH2:45][CH:43]1[CH2:44][N:41]([C:39]([O:38][C:34]([CH3:37])([CH3:36])[CH3:35])=[O:40])[CH2:42]1. The catalyst class is: 3. (5) Reactant: [S:1]1[C:5]2[CH:6]=[C:7]([C:10]([CH:12]3[C:21](=[O:22])[CH2:20][CH2:19][C:14]4([O:18][CH2:17][CH2:16][O:15]4)[CH2:13]3)=[O:11])[CH:8]=[CH:9][C:4]=2[N:3]=[CH:2]1.[O-:23][CH2:24][CH3:25].[Na+]. Product: [CH2:24]([O:23][C:21](=[O:22])[CH2:20][CH2:19][C:14]1([CH2:13][CH2:12][C:10]([C:7]2[CH:8]=[CH:9][C:4]3[N:3]=[CH:2][S:1][C:5]=3[CH:6]=2)=[O:11])[O:18][CH2:17][CH2:16][O:15]1)[CH3:25]. The catalyst class is: 8. (6) Reactant: [C:1]1([S:7]([C:9]2[CH:14]=[CH:13][CH:12]=[CH:11][CH:10]=2)=O)[CH:6]=[CH:5][CH:4]=[CH:3][CH:2]=1.Cl[Si](C)(C)C.[Br:20][C:21]1[CH:26]=[CH:25][CH:24]=[CH:23][CH:22]=1.[Mg].Br. The catalyst class is: 207. Product: [Br-:20].[C:1]1([S+:7]([C:21]2[CH:26]=[CH:25][CH:24]=[CH:23][CH:22]=2)[C:9]2[CH:14]=[CH:13][CH:12]=[CH:11][CH:10]=2)[CH:6]=[CH:5][CH:4]=[CH:3][CH:2]=1. (7) Reactant: Cl[CH2:2][C:3]1[C:11]2[N:10]=[C:9]([CH2:12][N:13]3[C:17]4[CH:18]=[CH:19][CH:20]=[CH:21][C:16]=4[N:15]([CH:22]([CH3:24])[CH3:23])[C:14]3=[O:25])[N:8]([CH2:26][CH2:27][CH:28]([CH3:30])[CH3:29])[C:7]=2[CH:6]=[CH:5][CH:4]=1.Cl.C(N(C(C)C)CC)(C)C.[N-:41]=[N+:42]=[N-:43].[Na+]. Product: [N:41]([CH2:2][C:3]1[C:11]2[N:10]=[C:9]([CH2:12][N:13]3[C:17]4[CH:18]=[CH:19][CH:20]=[CH:21][C:16]=4[N:15]([CH:22]([CH3:24])[CH3:23])[C:14]3=[O:25])[N:8]([CH2:26][CH2:27][CH:28]([CH3:30])[CH3:29])[C:7]=2[CH:6]=[CH:5][CH:4]=1)=[N+:42]=[N-:43]. The catalyst class is: 3. (8) Reactant: ClC(OC1C=CC([N+]([O-])=O)=CC=1)=[O:3].[O:14]=[C:15]1[N:20]([C:21]2[CH:26]=[CH:25][CH:24]=[C:23]([C:27]([F:30])([F:29])[F:28])[CH:22]=2)[C:19]2[CH2:31][CH2:32][C:33](=[O:34])[C:18]=2[CH:17]([C:35]2[CH:42]=[CH:41][C:38]([C:39]#[N:40])=[CH:37][C:36]=2[F:43])[NH:16]1.[CH:44]([N:47]([CH2:51]C)C(C)C)(C)C.CN. Product: [C:39]([C:38]1[CH:41]=[CH:42][C:35]([CH:17]2[N:16]([C:51]([NH:47][CH3:44])=[O:3])[C:15](=[O:14])[N:20]([C:21]3[CH:26]=[CH:25][CH:24]=[C:23]([C:27]([F:28])([F:29])[F:30])[CH:22]=3)[C:19]3[CH2:31][CH2:32][C:33](=[O:34])[C:18]2=3)=[C:36]([F:43])[CH:37]=1)#[N:40]. The catalyst class is: 594. (9) Reactant: FC(F)(F)C([N:5]([CH2:15][C:16]1([C:22]([O:24]C)=[O:23])[CH2:21][CH2:20][NH:19][CH2:18][CH2:17]1)[C@@H:6]1[CH2:8][C@H:7]1[C:9]1[CH:14]=[CH:13][CH:12]=[CH:11][CH:10]=1)=O.[OH-].[Na+]. Product: [C:9]1([C@@H:7]2[CH2:8][C@H:6]2[NH:5][CH2:15][C:16]2([C:22]([OH:24])=[O:23])[CH2:21][CH2:20][NH:19][CH2:18][CH2:17]2)[CH:14]=[CH:13][CH:12]=[CH:11][CH:10]=1. The catalyst class is: 5. (10) Reactant: Cl.[NH2:2][OH:3].[CH:4]([C:6]1[CH:7]=[CH:8][C:9]2[O:14][CH:13]([C:15]([F:18])([F:17])[F:16])[C:12]([C:19]([O:21][CH2:22][CH3:23])=[O:20])=[CH:11][C:10]=2[CH:24]=1)=O.C([O-])(=O)C.[Na+].C(O)C. Product: [OH:3][N:2]=[CH:4][C:6]1[CH:7]=[CH:8][C:9]2[O:14][CH:13]([C:15]([F:18])([F:17])[F:16])[C:12]([C:19]([O:21][CH2:22][CH3:23])=[O:20])=[CH:11][C:10]=2[CH:24]=1. The catalyst class is: 581.